From a dataset of TCR-epitope binding with 47,182 pairs between 192 epitopes and 23,139 TCRs. Binary Classification. Given a T-cell receptor sequence (or CDR3 region) and an epitope sequence, predict whether binding occurs between them. (1) The epitope is ILGLPTQTV. The TCR CDR3 sequence is CASSQERAGGQETQYF. Result: 1 (the TCR binds to the epitope). (2) The epitope is NLVPMVATV. The TCR CDR3 sequence is CASSKQQRSDYGYTF. Result: 1 (the TCR binds to the epitope). (3) The epitope is HTTDPSFLGRY. The TCR CDR3 sequence is CASRKGGTTDTQYF. Result: 1 (the TCR binds to the epitope). (4) The epitope is VLWAHGFEL. The TCR CDR3 sequence is CASSPGWGGLNTEAFF. Result: 1 (the TCR binds to the epitope). (5) The epitope is YSEHPTFTSQY. The TCR CDR3 sequence is CASSPRTEKYTQYF. Result: 0 (the TCR does not bind to the epitope).